From a dataset of Full USPTO retrosynthesis dataset with 1.9M reactions from patents (1976-2016). Predict the reactants needed to synthesize the given product. (1) Given the product [Cl:1][C:2]1[C:14]2[C:13]3[C:8](=[CH:9][CH:10]=[CH:11][CH:12]=3)[C@@:7]([C:20]([F:21])([F:22])[F:23])([OH:15])[C:6]=2[CH:5]=[C:4]([F:24])[CH:3]=1, predict the reactants needed to synthesize it. The reactants are: [Cl:1][C:2]1[C:14]2[C:13]3[C:8](=[CH:9][CH:10]=[CH:11][CH:12]=3)[C@@:7]([C:20]([F:23])([F:22])[F:21])([O:15]CC(O)=O)[C:6]=2[CH:5]=[C:4]([F:24])[CH:3]=1.C(N(C(C)C)C(C)C)C.C1(P(N=[N+]=[N-])(C2C=CC=CC=2)=O)C=CC=CC=1.Cl. (2) Given the product [CH2:12]([O:14][C:15](=[O:21])[CH:16]([CH2:23][C:24]1[CH:29]=[CH:28][C:27]([Cl:30])=[CH:26][CH:25]=1)[C:17](=[O:20])[CH2:18][CH3:19])[CH3:13], predict the reactants needed to synthesize it. The reactants are: CC(C)([O-])C.[K+].C(O)(C)(C)C.[CH2:12]([O:14][C:15](=[O:21])[CH2:16][C:17](=[O:20])[CH2:18][CH3:19])[CH3:13].Br[CH2:23][C:24]1[CH:29]=[CH:28][C:27]([Cl:30])=[CH:26][CH:25]=1.